Regression. Given two drug SMILES strings and cell line genomic features, predict the synergy score measuring deviation from expected non-interaction effect. From a dataset of NCI-60 drug combinations with 297,098 pairs across 59 cell lines. (1) Drug 1: CC12CCC(CC1=CCC3C2CCC4(C3CC=C4C5=CN=CC=C5)C)O. Drug 2: CC1=C(C=C(C=C1)NC2=NC=CC(=N2)N(C)C3=CC4=NN(C(=C4C=C3)C)C)S(=O)(=O)N.Cl. Cell line: NCI-H226. Synergy scores: CSS=11.5, Synergy_ZIP=-0.491, Synergy_Bliss=4.39, Synergy_Loewe=3.16, Synergy_HSA=3.75. (2) Drug 1: C1=NC2=C(N1)C(=S)N=C(N2)N. Drug 2: CNC(=O)C1=NC=CC(=C1)OC2=CC=C(C=C2)NC(=O)NC3=CC(=C(C=C3)Cl)C(F)(F)F. Cell line: T-47D. Synergy scores: CSS=26.5, Synergy_ZIP=-6.24, Synergy_Bliss=-3.37, Synergy_Loewe=-9.95, Synergy_HSA=-2.10.